Dataset: Forward reaction prediction with 1.9M reactions from USPTO patents (1976-2016). Task: Predict the product of the given reaction. The product is: [NH:38]1[C:24]([C:19]2[CH:20]=[CH:21][CH:22]=[CH:23][C:18]=2[C:15]2[CH:14]=[CH:13][C:12]([CH2:11][C:10]3[C:9](=[O:26])[N:8]([C:27]4[CH:32]=[CH:31][CH:30]=[CH:29][N:28]=4)[C:7]([CH3:33])=[N:6][C:5]=3[CH2:1][CH2:2][CH2:3][CH3:4])=[CH:17][CH:16]=2)=[N:25][N:40]=[N:39]1. Given the reactants [CH2:1]([C:5]1[N:6]=[C:7]([CH3:33])[N:8]([C:27]2[CH:32]=[CH:31][CH:30]=[CH:29][N:28]=2)[C:9](=[O:26])[C:10]=1[CH2:11][C:12]1[CH:17]=[CH:16][C:15]([C:18]2[C:19]([C:24]#[N:25])=[CH:20][CH:21]=[CH:22][CH:23]=2)=[CH:14][CH:13]=1)[CH2:2][CH2:3][CH3:4].C[Si]([N:38]=[N+:39]=[N-:40])(C)C.C([Sn](=O)CCCC)CCC, predict the reaction product.